This data is from Forward reaction prediction with 1.9M reactions from USPTO patents (1976-2016). The task is: Predict the product of the given reaction. (1) Given the reactants CC([O-])(C)C.[K+].[C:7]([O:11][C:12](=[O:26])[NH:13][CH2:14][C:15]12[CH2:24][CH:19]3[CH2:20][CH:21]([CH2:23][CH:17]([CH:18]3O)[CH2:16]1)[CH2:22]2)([CH3:10])([CH3:9])[CH3:8].CC1C=CC(S([CH2:37][N+:38]#[C-])(=O)=O)=CC=1.CCO, predict the reaction product. The product is: [C:7]([O:11][C:12](=[O:26])[NH:13][CH2:14][C:15]12[CH2:24][CH:19]3[CH2:20][CH:21]([CH2:23][CH:17]([CH:18]3[C:37]#[N:38])[CH2:16]1)[CH2:22]2)([CH3:10])([CH3:9])[CH3:8]. (2) Given the reactants [C:1]1([CH2:7][O:8][C:9]([NH:11][C:12]2([C:25]([O:27][CH3:28])=[O:26])[CH2:17][CH2:16][N:15](C(OC(C)(C)C)=O)[CH2:14][CH2:13]2)=[O:10])[CH:6]=[CH:5][CH:4]=[CH:3][CH:2]=1.C(O)(C(F)(F)F)=O, predict the reaction product. The product is: [C:1]1([CH2:7][O:8][C:9]([NH:11][C:12]2([C:25]([O:27][CH3:28])=[O:26])[CH2:17][CH2:16][NH:15][CH2:14][CH2:13]2)=[O:10])[CH:6]=[CH:5][CH:4]=[CH:3][CH:2]=1.